Dataset: Full USPTO retrosynthesis dataset with 1.9M reactions from patents (1976-2016). Task: Predict the reactants needed to synthesize the given product. (1) Given the product [F:1][C:2]1[CH:3]=[CH:4][C:5]([C:18]([O:20][CH3:21])=[O:19])=[N:6][C:7]=1[CH:8]1[CH2:9][CH2:10][C:11](=[O:12])[CH2:16][CH2:17]1, predict the reactants needed to synthesize it. The reactants are: [F:1][C:2]1[CH:3]=[CH:4][C:5]([C:18]([O:20][CH3:21])=[O:19])=[N:6][C:7]=1[CH:8]1[CH2:17][CH2:16][C:11]2(OCC[O:12]2)[CH2:10][CH2:9]1.C(O)(=O)C(O)=O.C([O-])(O)=O.[Na+].C(OCC)(=O)C. (2) Given the product [NH2:29][C:21]1[C:20]2[N:30]=[C:17]([CH2:13][CH2:14][CH2:15][CH3:16])[N:18]([CH2:31][CH2:32][CH2:33][N:34]([CH2:1][C:3]3[CH:8]=[CH:7][C:6]([CH2:9][C:10]([OH:12])=[O:11])=[CH:5][CH:4]=3)[CH:35]3[CH2:40][CH2:39][N:38]([CH3:41])[CH2:37][CH2:36]3)[C:19]=2[C:28]2[CH:27]=[CH:26][CH:25]=[CH:24][C:23]=2[N:22]=1, predict the reactants needed to synthesize it. The reactants are: [CH:1]([C:3]1[CH:8]=[CH:7][C:6]([CH2:9][C:10]([OH:12])=[O:11])=[CH:5][CH:4]=1)=O.[CH2:13]([C:17]1[N:18]([CH2:31][CH2:32][CH2:33][NH:34][CH:35]2[CH2:40][CH2:39][N:38]([CH3:41])[CH2:37][CH2:36]2)[C:19]2[C:28]3[CH:27]=[CH:26][CH:25]=[CH:24][C:23]=3[N:22]=[C:21]([NH2:29])[C:20]=2[N:30]=1)[CH2:14][CH2:15][CH3:16].C(O[BH-](OC(=O)C)OC(=O)C)(=O)C.[Na+].C(O)(=O)C. (3) Given the product [C:31]([C:30]1[CH2:17][C:16]([C:14]2[CH:13]=[CH:12][C:3]([NH:4][C:5](=[O:11])[O:6][C:7]([CH3:10])([CH3:8])[CH3:9])=[C:2]([CH3:1])[CH:15]=2)([C:18]([F:19])([F:20])[F:21])[O:29][C:22]=1[C:23]1[CH:28]=[CH:27][CH:26]=[CH:25][CH:24]=1)#[N:32], predict the reactants needed to synthesize it. The reactants are: [CH3:1][C:2]1[CH:15]=[C:14]([C:16]([C:18]([F:21])([F:20])[F:19])=[CH2:17])[CH:13]=[CH:12][C:3]=1[NH:4][C:5](=[O:11])[O:6][C:7]([CH3:10])([CH3:9])[CH3:8].[C:22]([CH2:30][C:31]#[N:32])(=[O:29])[C:23]1[CH:28]=[CH:27][CH:26]=[CH:25][CH:24]=1. (4) Given the product [CH2:9]([O:16][C:17]1[CH:26]=[CH:25][CH:24]=[C:23]2[C:18]=1[CH2:19][CH2:20][CH:21]([C:3]([O:6][CH3:7])=[O:8])[C:22]2=[O:27])[C:10]1[CH:11]=[CH:12][CH:13]=[CH:14][CH:15]=1, predict the reactants needed to synthesize it. The reactants are: [H-].[Na+].[C:3](=[O:8])([O:6][CH3:7])OC.[CH2:9]([O:16][C:17]1[CH:26]=[CH:25][CH:24]=[C:23]2[C:18]=1[CH2:19][CH2:20][CH2:21][C:22]2=[O:27])[C:10]1[CH:15]=[CH:14][CH:13]=[CH:12][CH:11]=1.C(O)(=O)C. (5) Given the product [CH3:1][O:2][C:3]1[CH:21]=[CH:20][C:6]([C:7]([C:9]2[C:18](=[O:19])[C:17]3[C:12](=[N:13][CH:14]=[CH:15][CH:16]=3)[N:11]([CH2:34][C:35]3[N:40]=[C:39]([C:41]#[N:42])[CH:38]=[CH:37][CH:36]=3)[CH:10]=2)=[O:8])=[CH:5][C:4]=1[CH3:22], predict the reactants needed to synthesize it. The reactants are: [CH3:1][O:2][C:3]1[CH:21]=[CH:20][C:6]([C:7]([C:9]2[C:18](=[O:19])[C:17]3[C:12](=[N:13][CH:14]=[CH:15][CH:16]=3)[NH:11][CH:10]=2)=[O:8])=[CH:5][C:4]=1[CH3:22].C[Si]([N-][Si](C)(C)C)(C)C.[K+].Br[CH2:34][C:35]1[N:40]=[C:39]([C:41]#[N:42])[CH:38]=[CH:37][CH:36]=1. (6) Given the product [Cl:18][C:19]1[CH:24]=[CH:23][C:22]([C:2]2[C:10]3[N:9]4[CH2:11][CH2:12][NH:13][C:14](=[O:15])[C:8]4=[C:7]([CH3:16])[C:6]=3[CH:5]=[C:4]([F:17])[CH:3]=2)=[CH:21][CH:20]=1, predict the reactants needed to synthesize it. The reactants are: Br[C:2]1[C:10]2[N:9]3[CH2:11][CH2:12][NH:13][C:14](=[O:15])[C:8]3=[C:7]([CH3:16])[C:6]=2[CH:5]=[C:4]([F:17])[CH:3]=1.[Cl:18][C:19]1[CH:24]=[CH:23][C:22](B(O)O)=[CH:21][CH:20]=1. (7) Given the product [F:19][C:20]([F:25])([F:24])[C:21]([OH:23])=[O:22].[NH:15]1[C:16]2[CH2:17][NH:8][CH2:9][CH2:10][C:11]=2[CH:12]=[CH:13][C:14]1=[O:18], predict the reactants needed to synthesize it. The reactants are: C([N:8]1[CH2:17][C:16]2[NH:15][C:14](=[O:18])[CH:13]=[CH:12][C:11]=2[CH2:10][CH2:9]1)C1C=CC=CC=1.[F:19][C:20]([F:25])([F:24])[C:21]([OH:23])=[O:22].[H][H]. (8) Given the product [CH3:1][O:2][C:3](=[O:22])[CH2:4][CH2:5][CH2:6][CH2:7][C:8]1[O:9][C:10]([C:13]2[CH:18]=[C:17]([Cl:19])[CH:16]=[CH:15][C:14]=2[OH:20])=[CH:11][N:12]=1, predict the reactants needed to synthesize it. The reactants are: [CH3:1][O:2][C:3](=[O:22])[CH2:4][CH2:5][CH2:6][CH2:7][C:8]1[O:9][C:10]([C:13]2[CH:18]=[C:17]([Cl:19])[CH:16]=[CH:15][C:14]=2[O:20]C)=[CH:11][N:12]=1.B(Br)(Br)Br. (9) Given the product [NH2:5][CH2:9][C@@H:10]([NH:22][C:23]([C:25]1[S:26][C:27]([Cl:37])=[C:28]([C:30]2[N:34]([CH3:35])[N:33]=[CH:32][C:31]=2[Cl:36])[CH:29]=1)=[O:24])[CH2:11][C:12]1[CH:17]=[CH:16][CH:15]=[CH:14][C:13]=1[C:18]([F:21])([F:20])[F:19], predict the reactants needed to synthesize it. The reactants are: CC([N:5]([CH2:9][C@@H:10]([NH:22][C:23]([C:25]1[S:26][C:27]([Cl:37])=[C:28]([C:30]2[N:34]([CH3:35])[N:33]=[CH:32][C:31]=2[Cl:36])[CH:29]=1)=[O:24])[CH2:11][C:12]1[CH:17]=[CH:16][CH:15]=[CH:14][C:13]=1[C:18]([F:21])([F:20])[F:19])C(=O)[O-])(C)C.